Dataset: Drug-target binding data from BindingDB using Ki measurements. Task: Regression. Given a target protein amino acid sequence and a drug SMILES string, predict the binding affinity score between them. We predict pKi (pKi = -log10(Ki in M); higher means stronger inhibition). Dataset: bindingdb_ki. (1) The compound is O=C(O)CSC(=O)[C@H](CO)NC(=O)Cc1cccs1. The target protein (P52700) has sequence MRSTLLAFALAVALPAAHTSAAEVPLPQLRAYTVDASWLQPMAPLQIADHTWQIGTEDLTALLVQTPDGAVLLDGGMPQMASHLLDNMKARGVTPRDLRLILLSHAHADHAGPVAELKRRTGAKVAANAESAVLLARGGSDDLHFGDGITYPPANADRIVMDGEVITVGGIVFTAHFMAGHTPGSTAWTWTDTRNGKPVRIAYADSLSAPGYQLQGNPRYPHLIEDYRRSFATVRALPCDVLLTPHPGASNWDYAAGARAGAKALTCKAYADAAEQKFDGQLAKETAGAR. The pKi is 6.8. (2) The compound is CC(Nn1nnc2ccccc21)c1ccccc1. The target protein (P24460) has sequence MELSVLLLLALLTGLLLLMARGHPKAYGHLPPGPRPLPILGNFLQMDRKGLLKSFLRLQEKYGDVFTVYLGPRRTVMLCGIDAIREALVDNAEAFSGRGKIAVVEPVFQGYGVVFANGERWKTLRRFSLATMRDFGMGKRSVEERIQEEAQCLVEELRKTEGVLQDPTFFFHSMTANIICSIVFGKRFGYKDPEFLRLMNLFYVSFALISSFSSQMFELFHSFLKYFPGTHRQVYNNLQEIKAFIARMVEKHRETLDPSAPRDFIDAYLIRMDKEKAEPSSEFHHRNLIDTALSLFFAGTETTSTTLRYGFLLMLKYPHIAERIYKEIDQVIGPHRLPSLDDRAKMPYTDAVIHEIQRFGDLLPIGVPHMVTKDICFRGYIIPKGTEVFPILHSALNDPHYFEKPDVFNPDHFLDANGALKKNEAFIPFSIGKRICLGEGIARMELFLFFTTILQNFSVASPMAPEDIDLTPQEIGVGKLPPVYQISFLSRGGC. The pKi is 6.5. (3) The compound is COP(=O)(N[C@@H](CCC(=O)O)C(=O)O)c1ccccc1. The target protein (Q92820) has sequence MASPGCLLCVLGLLLCGAASLELSRPHGDTAKKPIIGILMQKCRNKVMKNYGRYYIAASYVKYLESAGARVVPVRLDLTEKDYEILFKSINGILFPGGSVDLRRSDYAKVAKIFYNLSIQSFDDGDYFPVWGTCLGFEELSLLISGECLLTATDTVDVAMPLNFTGGQLHSRMFQNFPTELLLSLAVEPLTANFHKWSLSVKNFTMNEKLKKFFNVLTTNTDGKIEFISTMEGYKYPVYGVQWHPEKAPYEWKNLDGISHAPNAVKTAFYLAEFFVNEARKNNHHFKSESEEEKALIYQFSPIYTGNISSFQQCYIFD. The pKi is 9.4. (4) The compound is CCCCOP(=O)(O)C(C)=O. The target protein (B7UJP3) has sequence MSFDIAKYPTLALVDSTQELRLLPKESLPKLCDELRRYLLDSVSRSSGHFASGLGTVELTVALHYVYNTPFDQLIWDVGHQAYPHKILTGRRDKIGTIRQKGGLHPFPWRGESEYDVLSVGHSSTSISAGIGIAVAAEKEGKNRRTVCVIGDGAITAGMAFEAMNHAGDIRPDMLVVLNDNEMSISENVGALNNHLAQLLSGKLYSSLREGGKKVFSGVPPIKELLKRTEEHIKGMVVPGTLFEELGFNYIGPVDGHDVLGLITTLKNMRDLKGPQFLHIMTKKGRGYEPAEKDPITFHAVPKFDPSSGCLPKSSGGLPSYSKIFGDWLCETAAKDNKLMAITPAMREGSGMVEFSRKFPDRYFDVAIAEQHAVTFAAGLAIGGYKPIVAIYSTFLQRAYDQVLHDVAIQKLPVLFAIDRAGIVGADGQTHQGAFDLSYLRCIPEMVIMTPSDENECRQMLYTGYHYNDGPSAVRYPRGNAVGVELTPLEKLPIGKGIVK.... The pKi is 5.2. (5) The small molecule is C[C@@H](O)C1=C[C@@H](n2cnc3c(N)ncnc32)[C@H](O)[C@@H]1O. The target protein (P50247) has sequence MSDKLPYKVADIGLAAWGRKALDIAENEMPGLMRMREMYSASKPLKGARIAGCLHMTVETAVLIETLVALGAEVRWSSCNIFSTQDHAAAAIAKAGIPVFAWKGETDEEYLWCIEQTLHFKDGPLNMILDDGGDLTNLIHTKYPQLLSGIRGISEETTTGVHNLYKMMSNGILKVPAINVNDSVTKSKFDNLYGCRESLIDGIKRATDVMIAGKVAVVAGYGDVGKGCAQALRGFGARVIITEIDPINALQAAMEGYEVTTMDEACKEGNIFVTTTGCVDIILGRHFEQMKDDAIVCNIGHFDVEIDVKWLNENAVEKVNIKPQVDRYWLKNGRRIILLAEGRLVNLGCAMGHPSFVMSNSFTNQVMAQIELWTHPDKYPVGVHFLPKKLDEAVAEAHLGKLNVKLTKLTEKQAQYLGMPINGPFKPDHYRY. The pKi is 7.1. (6) The compound is CC(C)C[C@H](NC(=O)OC(C)(C)C)C(=O)NC(CCC(=O)O)P(=O)(Oc1ccccc1)Oc1ccccc1. The target protein (P0C1U8) has sequence MKGKFLKVSSLFVATLTTATLVSSPAANALSSKAMDNHPQQTQSSKQQTPKIQKGGNLKPLEQREHANVILPNNDRHQITDTTNGHYAPVTYIQVEAPTGTFIASGVVVGKDTLLTNKHVVDATHGDPHALKAFPSAINQDNYPNGGFTAEQITKYSGEGDLAIVKFSPNEQNKHIGEVVKPATMSNNAETQVNQNITVTGYPGDKPVATMWESKGKITYLKGEAMQYDLSTTGGNSGSPVFNEKNEVIGIHWGGVPNEFNGAVFINENVRNFLKQNIEDIHFANDDQPNNPDNPDNPNNPDNPNNPDEPNNPDNPNNPDNPDNGDNNNSDNPDAA. The pKi is 5.1. (7) The target protein (O77700) has sequence AIAAVITFLILFTIFGNALVILAVLTSRSLRAPQNLFLVSLAAADILVATLIIPFSLANELLGYWYFWRTWCEVYLALDVLFCTSSIVHLCAISLDRYWAVSRALEYNSKRTPRRIKFIILIVWLIAAVISLPPLIYKGDQGPQPLARPQCKLNQEAWYILASSIGSFFAPCLIMILVYLRIYLIAKRSHCRGPRAKGGPGERESKQPHPVPGEVSDSAKLPTLASQLATPGEANGCSQPRPGEKGDGETPEAPGTPALPPSWPAIPKSGQGQKEGVCGSSPEEEAEEEEEEGCEPQALPASPASACSPPLQQPQGSRVLATLRGQVLLGRGTGTAGAQWWRRRTQLSREKRFTFVLAVVIGVFVLCWFPFFFSYSLGAICPQHCKVPHGLF. The drug is COc1ccccc1N1CCN(CCCCn2ncc(=O)n(C)c2=O)CC1. The pKi is 6.6. (8) The drug is O=P(O)(O)OC[C@H]1O[C@@H](n2cnc3c(-c4cccc(Br)c4)ncnc32)[C@H](O)[C@@H]1O. The target protein (O35820) has sequence MAASGEQAPCSVYFCGSIRGGREDQALYARIVSRLRRYGKVLTEHVADAELEPLGEEAAGGDQFIHEQDLNWLQQADVVVAEVTQPSLGVGYELGRAVALGKPILCLFRPQSGRVLSAMIRGAADGSRFQVWDYAEGEVETMLDRYFEAYLPQKTASSSHPSA. The pKi is 5.8.